This data is from Full USPTO retrosynthesis dataset with 1.9M reactions from patents (1976-2016). The task is: Predict the reactants needed to synthesize the given product. (1) The reactants are: [CH3:1][C:2](=[CH2:4])[CH3:3]. Given the product [CH3:4][C:2]([CH2:3][C:2]([CH3:4])([CH3:3])[CH3:1])=[CH2:1].[CH3:4][C:2]([CH3:3])=[CH:1][C:2]([CH2:3][C:2]([CH3:4])([CH3:3])[CH3:1])([CH3:1])[CH3:4], predict the reactants needed to synthesize it. (2) Given the product [ClH:29].[F:27][C:23]1[CH:22]=[C:21]([CH:26]=[CH:25][CH:24]=1)[CH2:20][NH:7][C:8]1[N:13]=[C:12]([N:14]2[CH2:15][CH2:16][NH:17][CH2:18][CH2:19]2)[CH:11]=[N:10][CH:9]=1, predict the reactants needed to synthesize it. The reactants are: C(OC(=O)[N:7]([CH2:20][C:21]1[CH:26]=[CH:25][CH:24]=[C:23]([F:27])[CH:22]=1)[C:8]1[N:13]=[C:12]([N:14]2[CH2:19][CH2:18][NH:17][CH2:16][CH2:15]2)[CH:11]=[N:10][CH:9]=1)(C)(C)C.[ClH:29].CCOCC. (3) Given the product [I:28][C:29]1[N:30]=[C:31]([CH3:34])[N:32]([C:8]([C:21]2[CH:26]=[CH:25][CH:24]=[CH:23][CH:22]=2)([C:15]2[CH:20]=[CH:19][CH:18]=[CH:17][CH:16]=2)[C:9]2[CH:14]=[CH:13][CH:12]=[CH:11][CH:10]=2)[CH:33]=1, predict the reactants needed to synthesize it. The reactants are: C(N(CC)CC)C.[C:8](Cl)([C:21]1[CH:26]=[CH:25][CH:24]=[CH:23][CH:22]=1)([C:15]1[CH:20]=[CH:19][CH:18]=[CH:17][CH:16]=1)[C:9]1[CH:14]=[CH:13][CH:12]=[CH:11][CH:10]=1.[I:28][C:29]1[N:30]=[C:31]([CH3:34])[NH:32][CH:33]=1. (4) Given the product [C:17]([O:1][C:2]1[CH:3]=[C:4]([CH:5]=[O:6])[CH:7]=[CH:8][C:9]=1[O:10][CH2:11][CH:12]([CH3:14])[CH3:13])(=[O:19])[CH3:18], predict the reactants needed to synthesize it. The reactants are: [OH:1][C:2]1[CH:3]=[C:4]([CH:7]=[CH:8][C:9]=1[O:10][CH2:11][CH:12]([CH3:14])[CH3:13])[CH:5]=[O:6].[H-].[Na+].[C:17](OC(=O)C)(=[O:19])[CH3:18].Cl.